Dataset: Forward reaction prediction with 1.9M reactions from USPTO patents (1976-2016). Task: Predict the product of the given reaction. Given the reactants C[O:2][C:3](=[O:27])[C:4]1[C:5](=[C:10]([O:14][CH:15]([C:17]2[CH:26]=[CH:25][C:24]3[C:19](=[CH:20][CH:21]=[CH:22][CH:23]=3)[CH:18]=2)[CH3:16])[CH:11]=[CH:12][CH:13]=1)[C:6]([O:8]C)=[O:7].[OH-].[Na+], predict the reaction product. The product is: [CH:18]1[C:19]2[C:24](=[CH:23][CH:22]=[CH:21][CH:20]=2)[CH:25]=[CH:26][C:17]=1[CH:15]([O:14][C:10]1[CH:11]=[CH:12][CH:13]=[C:4]([C:3]([OH:27])=[O:2])[C:5]=1[C:6]([OH:8])=[O:7])[CH3:16].